Dataset: Full USPTO retrosynthesis dataset with 1.9M reactions from patents (1976-2016). Task: Predict the reactants needed to synthesize the given product. (1) Given the product [F:34][C:35]1[CH:36]=[C:37]([C:41]([N:43]=[C:44]=[S:45])=[O:42])[CH:38]=[CH:39][CH:40]=1.[CH3:11][O:12][C:13]1[CH:14]=[C:15]2[C:20](=[CH:21][C:22]=1[O:23][CH3:24])[N:19]=[CH:18][CH:17]=[C:16]2[O:25][C:26]1[CH:32]=[CH:31][C:29]([NH:30][C:44]([NH:43][C:41](=[O:42])[C:37]2[CH:38]=[CH:39][CH:40]=[C:35]([F:34])[CH:36]=2)=[S:45])=[CH:28][C:27]=1[F:33], predict the reactants needed to synthesize it. The reactants are: FC1C=C(C(Cl)=O)C=CC=1.[CH3:11][O:12][C:13]1[CH:14]=[C:15]2[C:20](=[CH:21][C:22]=1[O:23][CH3:24])[N:19]=[CH:18][CH:17]=[C:16]2[O:25][C:26]1[CH:32]=[CH:31][C:29]([NH2:30])=[CH:28][C:27]=1[F:33].[F:34][C:35]1[CH:36]=[C:37]([C:41]([N:43]=[C:44]=[S:45])=[O:42])[CH:38]=[CH:39][CH:40]=1. (2) Given the product [CH3:1][N:2]1[C:15]2[C:6]([CH:7]=[CH:8][C:9]3[N:19]([C:25]([O:26][CH3:27])=[O:28])[CH2:18][CH:17]=[C:11]4[NH:12][C:13](=[O:16])[C:14]=2[C:10]=34)=[C:5]([CH2:20][S:21]([CH3:24])(=[O:23])=[O:22])[CH:4]=[CH:3]1, predict the reactants needed to synthesize it. The reactants are: [CH3:1][N:2]1[C:15]2[C:6]([CH:7]=[CH:8][C:9]3[NH:19][CH2:18][CH:17]=[C:11]4[NH:12][C:13](=[O:16])[C:14]=2[C:10]=34)=[C:5]([CH2:20][S:21]([CH3:24])(=[O:23])=[O:22])[CH:4]=[CH:3]1.[C:25](Cl)(=[O:28])[O:26][CH3:27].C(N(C(C)C)C(C)C)C.C(=O)([O-])[O-].[Na+].[Na+]. (3) Given the product [CH2:3]([C:5]1[C:27]([F:28])=[CH:26][C:8]([O:9][C:10]2[CH:24]=[CH:23][C:13]([C:14]([N:16]3[CH2:21][CH2:20][N:19]([CH3:33])[C:18](=[O:22])[CH2:17]3)=[O:15])=[CH:12][C:11]=2[F:25])=[C:7]([O:29][CH3:30])[CH:6]=1)[CH3:4], predict the reactants needed to synthesize it. The reactants are: [H-].[Na+].[CH2:3]([C:5]1[C:27]([F:28])=[CH:26][C:8]([O:9][C:10]2[CH:24]=[CH:23][C:13]([C:14]([N:16]3[CH2:21][CH2:20][NH:19][C:18](=[O:22])[CH2:17]3)=[O:15])=[CH:12][C:11]=2[F:25])=[C:7]([O:29][CH3:30])[CH:6]=1)[CH3:4].IC.[C:33](OCC)(=O)C. (4) Given the product [Br:17][C:5]1[S:1][C:2]2[CH2:10][CH2:9][CH2:8][CH2:7][C:6](=[O:11])[C:3]=2[CH:4]=1, predict the reactants needed to synthesize it. The reactants are: [S:1]1[CH:5]=[CH:4][C:3]2[C:6](=[O:11])[CH2:7][CH2:8][CH2:9][CH2:10][C:2]1=2.O.C(O)(=O)C.[Br:17]Br. (5) The reactants are: O.[OH-].[Li+].[CH:4]1([C@H:10]([NH:15][C:16]([C:18]2[C:27]([NH:28][C:29]([NH:31][C:32]3[C:33]([C:38]4[CH:43]=[CH:42][CH:41]=[CH:40][CH:39]=4)=[N:34][O:35][C:36]=3[CH3:37])=[O:30])=[CH:26][C:25]3[C:20](=[CH:21][CH:22]=[CH:23][CH:24]=3)[CH:19]=2)=[O:17])[C:11]([O:13]C)=[O:12])[CH2:9][CH2:8][CH2:7][CH2:6][CH2:5]1.O.Cl. Given the product [CH:4]1([C@H:10]([NH:15][C:16]([C:18]2[C:27]([NH:28][C:29]([NH:31][C:32]3[C:33]([C:38]4[CH:39]=[CH:40][CH:41]=[CH:42][CH:43]=4)=[N:34][O:35][C:36]=3[CH3:37])=[O:30])=[CH:26][C:25]3[C:20](=[CH:21][CH:22]=[CH:23][CH:24]=3)[CH:19]=2)=[O:17])[C:11]([OH:13])=[O:12])[CH2:9][CH2:8][CH2:7][CH2:6][CH2:5]1, predict the reactants needed to synthesize it.